This data is from Forward reaction prediction with 1.9M reactions from USPTO patents (1976-2016). The task is: Predict the product of the given reaction. (1) Given the reactants [O:1]=[C:2]([CH2:9][CH2:10][CH3:11])[CH2:3][C:4]([O:6][CH2:7][CH3:8])=[O:5].C(N(CC)CC)C.Cl[Si:20]([CH3:23])([CH3:22])[CH3:21].C(=O)([O-])O.[Na+].C([N-]C(C)C)(C)C.[Li+], predict the reaction product. The product is: [CH2:7]([O:6][C:4]([O:5][Si:20]([CH3:23])([CH3:22])[CH3:21])=[CH:3][C:2]([O:1][Si:20]([CH3:23])([CH3:22])[CH3:21])=[CH:9][CH2:10][CH3:11])[CH3:8]. (2) The product is: [C:9]1([C:6]2[CH:7]=[CH:8][N:4]([CH2:3][C:19]([CH2:18][CH2:17][C:16]([F:15])([F:24])[F:25])([C:20]#[N:21])[C:22]#[N:23])[N:5]=2)[CH:14]=[CH:13][CH:12]=[CH:11][CH:10]=1. Given the reactants Cl.Cl[CH2:3][N:4]1[CH:8]=[CH:7][C:6]([C:9]2[CH:14]=[CH:13][CH:12]=[CH:11][CH:10]=2)=[N:5]1.[F:15][C:16]([F:25])([F:24])[CH2:17][CH2:18][CH:19]([C:22]#[N:23])[C:20]#[N:21].C(=O)([O-])[O-].[K+].[K+].O, predict the reaction product. (3) Given the reactants [Cl:1][C:2]1[CH:7]=[C:6]([CH3:8])[CH:5]=[CH:4][C:3]=1[N+:9]([O-:11])=[O:10].[Mn]([O-])(=O)(=O)=[O:13].[K+].[OH2:18], predict the reaction product. The product is: [Cl:1][C:2]1[CH:7]=[C:6]([CH:5]=[CH:4][C:3]=1[N+:9]([O-:11])=[O:10])[C:8]([OH:13])=[O:18]. (4) Given the reactants [CH3:1][C:2]1([CH3:22])[CH2:6][C:5]2[CH:7]=[CH:8][CH:9]=[C:10]([CH2:11][N:12]3[CH2:21][CH2:20][C:15]4([CH2:19][NH:18][CH2:17][CH2:16]4)[CH2:14][CH2:13]3)[C:4]=2[O:3]1.[N:23]1[CH:28]=[CH:27][C:26]([CH2:29][C:30](O)=[O:31])=[CH:25][CH:24]=1, predict the reaction product. The product is: [CH3:1][C:2]1([CH3:22])[CH2:6][C:5]2[CH:7]=[CH:8][CH:9]=[C:10]([CH2:11][N:12]3[CH2:13][CH2:14][C:15]4([CH2:19][N:18]([C:30](=[O:31])[CH2:29][C:26]5[CH:27]=[CH:28][N:23]=[CH:24][CH:25]=5)[CH2:17][CH2:16]4)[CH2:20][CH2:21]3)[C:4]=2[O:3]1. (5) Given the reactants [Cl:1][C:2]1[CH:7]=[CH:6][C:5]([C:8]2[C:12]([C:13]3[CH:18]=[CH:17][N:16]=[C:15]([NH:19][C:20]4[CH:25]=[CH:24][C:23]([N:26]5[CH2:31][CH2:30][N:29]([CH3:32])[CH2:28][CH2:27]5)=[CH:22][CH:21]=4)[N:14]=3)=[CH:11][NH:10][N:9]=2)=[CH:4][CH:3]=1.[CH3:33]O, predict the reaction product. The product is: [Cl:1][C:2]1[CH:7]=[CH:6][C:5]([C:8]2[C:12]([C:13]3[CH:18]=[CH:17][N:16]=[C:15]([NH:19][C:20]4[CH:21]=[CH:22][C:23]([N:26]5[CH2:31][CH2:30][N:29]([CH3:32])[CH2:28][CH2:27]5)=[CH:24][CH:25]=4)[N:14]=3)=[CH:11][N:10]([CH3:33])[N:9]=2)=[CH:4][CH:3]=1.